Dataset: Full USPTO retrosynthesis dataset with 1.9M reactions from patents (1976-2016). Task: Predict the reactants needed to synthesize the given product. (1) The reactants are: [I:1][C:2]1[CH:3]=[C:4]([CH:15]=[CH:16][CH:17]=1)[C:5](=[NH:14])[NH:6][C:7]1[CH:12]=[CH:11][CH:10]=[CH:9][C:8]=1[CH3:13].Cl[CH2:19][CH:20]=O.C(=O)(O)[O-].[Na+]. Given the product [I:1][C:2]1[CH:3]=[C:4]([C:5]2[N:6]([C:7]3[CH:12]=[CH:11][CH:10]=[CH:9][C:8]=3[CH3:13])[CH:19]=[CH:20][N:14]=2)[CH:15]=[CH:16][CH:17]=1, predict the reactants needed to synthesize it. (2) Given the product [ClH:40].[CH3:1][O:2][CH2:3][C:4]1[O:8][C:7]([CH2:9][N:10]2[C:15]3[CH:16]=[C:17]([C:19]4[CH:24]=[CH:23][CH:22]=[CH:21][CH:20]=4)[S:18][C:14]=3[C:13](=[O:25])[N:12]([CH:26]3[CH2:31][CH2:30][NH:29][CH2:28][CH2:27]3)[C:11]2=[O:39])=[N:6][N:5]=1, predict the reactants needed to synthesize it. The reactants are: [CH3:1][O:2][CH2:3][C:4]1[O:8][C:7]([CH2:9][N:10]2[C:15]3[CH:16]=[C:17]([C:19]4[CH:24]=[CH:23][CH:22]=[CH:21][CH:20]=4)[S:18][C:14]=3[C:13](=[O:25])[N:12]([CH:26]3[CH2:31][CH2:30][N:29](C(OC(C)(C)C)=O)[CH2:28][CH2:27]3)[C:11]2=[O:39])=[N:6][N:5]=1.[ClH:40]. (3) The reactants are: [F:1][C:2]1[CH:3]=[C:4]2[C:8](=[CH:9][CH:10]=1)[NH:7][C:6](=[O:11])[CH2:5]2.[O:12]=[C:13]1[C:18]2=[CH:19][NH:20][C:21]([CH:22]=O)=[C:17]2[CH2:16][CH2:15][NH:14]1.N1CCCCC1. Given the product [F:1][C:2]1[CH:3]=[C:4]2[C:8](=[CH:9][CH:10]=1)[NH:7][C:6](=[O:11])[C:5]2=[CH:22][C:21]1[NH:20][CH:19]=[C:18]2[C:17]=1[CH2:16][CH2:15][NH:14][C:13]2=[O:12], predict the reactants needed to synthesize it. (4) Given the product [ClH:41].[ClH:41].[CH2:37]([C:21]1[N:20]=[N:19][C:18]([O:17][C@H:10]2[C@H:11]([CH:14]([F:16])[F:15])[CH2:12][CH2:13][NH:8][CH2:9]2)=[CH:23][C:22]=1[C:24]1[CH:29]=[CH:28][C:27]([O:30][CH:31]2[CH2:32][CH2:33][CH2:34][CH2:35][CH2:36]2)=[CH:26][CH:25]=1)[CH2:38][CH2:39][CH3:40], predict the reactants needed to synthesize it. The reactants are: C(OC([N:8]1[CH2:13][CH2:12][C@@H:11]([CH:14]([F:16])[F:15])[C@H:10]([O:17][C:18]2[N:19]=[N:20][C:21]([CH2:37][CH2:38][CH2:39][CH3:40])=[C:22]([C:24]3[CH:29]=[CH:28][C:27]([O:30][CH:31]4[CH2:36][CH2:35][CH2:34][CH2:33][CH2:32]4)=[CH:26][CH:25]=3)[CH:23]=2)[CH2:9]1)=O)(C)(C)C.[ClH:41]. (5) Given the product [CH3:41][O:40][C:37]1[CH:36]=[CH:35][C:34]([N:11]2[CH:12]([CH3:33])[C:13]3[C:14](=[N:15][C:16]([NH:19][C:20]4[CH:25]=[CH:24][CH:23]=[C:22]([CH2:26][CH2:27][N:47]5[CH2:48][CH2:49][N:44]([CH3:43])[CH2:45][CH2:46]5)[CH:21]=4)=[N:17][CH:18]=3)[N:9]([C:5]3[CH:4]=[C:3]([CH:8]=[CH:7][CH:6]=3)[C:1]#[N:2])[C:10]2=[O:42])=[CH:39][CH:38]=1, predict the reactants needed to synthesize it. The reactants are: [C:1]([C:3]1[CH:4]=[C:5]([N:9]2[C:14]3[N:15]=[C:16]([NH:19][C:20]4[CH:21]=[C:22]([CH2:26][CH2:27]OS(C)(=O)=O)[CH:23]=[CH:24][CH:25]=4)[N:17]=[CH:18][C:13]=3[CH:12]([CH3:33])[N:11]([C:34]3[CH:39]=[CH:38][C:37]([O:40][CH3:41])=[CH:36][CH:35]=3)[C:10]2=[O:42])[CH:6]=[CH:7][CH:8]=1)#[N:2].[CH3:43][N:44]1[CH2:49][CH2:48][NH:47][CH2:46][CH2:45]1.